From a dataset of Forward reaction prediction with 1.9M reactions from USPTO patents (1976-2016). Predict the product of the given reaction. (1) Given the reactants Br[C:2]1[CH:3]=[C:4]([CH3:10])[C:5]([O:8][CH3:9])=[N:6][CH:7]=1.C([Li])CCC.[F:16][C:17]([F:37])([F:36])[C:18]([C:20]1[CH:21]=[C:22]2[C:26](=[CH:27][CH:28]=1)[N:25]([C:29]1[CH:34]=[CH:33][C:32]([F:35])=[CH:31][CH:30]=1)[N:24]=[CH:23]2)=[O:19], predict the reaction product. The product is: [F:37][C:17]([F:16])([F:36])[C:18]([C:20]1[CH:21]=[C:22]2[C:26](=[CH:27][CH:28]=1)[N:25]([C:29]1[CH:34]=[CH:33][C:32]([F:35])=[CH:31][CH:30]=1)[N:24]=[CH:23]2)([C:2]1[CH:7]=[N:6][C:5]([O:8][CH3:9])=[C:4]([CH3:10])[CH:3]=1)[OH:19]. (2) Given the reactants Br[C:2]1[CH:7]=[CH:6][C:5]([C@H:8]2[CH2:10][C@@H:9]2[CH2:11][N:12]2[CH2:16][CH2:15][CH2:14][C@@H:13]2[CH3:17])=[CH:4][CH:3]=1.[C:18]([C:20]1[CH:25]=[CH:24][C:23](B(O)O)=[CH:22][CH:21]=1)#[N:19].C(=O)([O-])[O-].[K+].[K+], predict the reaction product. The product is: [CH3:17][C@H:13]1[CH2:14][CH2:15][CH2:16][N:12]1[CH2:11][C@H:9]1[CH2:10][C@@H:8]1[C:5]1[CH:6]=[CH:7][C:2]([C:23]2[CH:24]=[CH:25][C:20]([C:18]#[N:19])=[CH:21][CH:22]=2)=[CH:3][CH:4]=1. (3) The product is: [O:13]1[CH2:10][CH2:16][CH2:15][CH2:14]1.[C:17]([O:20][CH:21]([CH3:23])[CH3:22])(=[O:19])[CH3:18]. Given the reactants C([O-])(=O)C.C(OC)(=O)C.[C:10]([O:13][CH2:14][CH2:15][CH3:16])(=O)C.[C:17]([O:20][CH:21]([CH3:23])[CH3:22])(=[O:19])[CH3:18].CO.C(OC(C)C)(=O)C.ClCCl.C(OC(=O)C)(C)C, predict the reaction product. (4) The product is: [CH3:23][O:24][C:25]([C:27]1[CH:36]=[C:35]([O:37][CH2:1][C:2]2[CH:7]=[CH:6][CH:5]=[CH:4][CH:3]=2)[C:34]2[C:29](=[C:30]([C:39]#[N:40])[CH:31]=[C:32]([Br:38])[CH:33]=2)[N:28]=1)=[O:26]. Given the reactants [CH2:1](OC1C(Br)=CC=C2C=1N=C(C(O)=O)C=C2)[C:2]1[CH:7]=[CH:6][CH:5]=[CH:4][CH:3]=1.[CH3:23][O:24][C:25]([C:27]1[CH:36]=[C:35]([OH:37])[C:34]2[C:29](=[C:30]([C:39]#[N:40])[CH:31]=[C:32]([Br:38])[CH:33]=2)[N:28]=1)=[O:26], predict the reaction product. (5) The product is: [F:1][C:2]1[CH:3]=[C:4]([NH:5][N:18]=[C:15]2[C:14]([CH3:16])=[N:13][N:12]=[C:11]2[NH2:10])[CH:6]=[CH:7][C:8]=1[F:9]. Given the reactants [F:1][C:2]1[CH:3]=[C:4]([CH:6]=[CH:7][C:8]=1[F:9])[NH2:5].[NH2:10][C:11]1[CH:15]=[C:14]([CH3:16])[NH:13][N:12]=1.C[N:18](C=O)C, predict the reaction product. (6) Given the reactants [Cl:1][C:2]1[C:11]2[CH:10]=[CH:9][C:8]([CH3:12])=[C:7]([NH2:13])[C:6]=2[CH:5]=[CH:4][N:3]=1.F[C:15]1[C:20]([C:21]2[N:26]=[CH:25][N:24]=[C:23]3[NH:27][N:28]=[CH:29][C:22]=23)=[CH:19][CH:18]=[CH:17][N:16]=1.C[Si]([N-][Si](C)(C)C)(C)C.[Li+].CO, predict the reaction product. The product is: [NH:27]1[C:23]2=[N:24][CH:25]=[N:26][C:21]([C:20]3[C:15]([NH:13][C:7]4[C:6]5[CH:5]=[CH:4][N:3]=[C:2]([Cl:1])[C:11]=5[CH:10]=[CH:9][C:8]=4[CH3:12])=[N:16][CH:17]=[CH:18][CH:19]=3)=[C:22]2[CH:29]=[N:28]1.